From a dataset of Full USPTO retrosynthesis dataset with 1.9M reactions from patents (1976-2016). Predict the reactants needed to synthesize the given product. (1) The reactants are: [NH2:1][C@@H:2]1[CH2:6][CH2:5][N:4]([C:7](OC(C)(C)C)=O)[CH2:3]1.C([N:16](CC)CC)C.[Br:21][C:22]1[CH:23]=[C:24]([S:28](Cl)(=[O:30])=[O:29])[CH:25]=[CH:26][CH:27]=1.CCN(C(C)C)C(C)C.BrC#N. Given the product [Br:21][C:22]1[CH:23]=[C:24]([S:28]([NH:1][C@@H:2]2[CH2:6][CH2:5][N:4]([C:7]#[N:16])[CH2:3]2)(=[O:30])=[O:29])[CH:25]=[CH:26][CH:27]=1, predict the reactants needed to synthesize it. (2) Given the product [F:1][C:2]1[CH:3]=[CH:4][C:5]([C:8]([CH3:19])([CH2:13][CH2:14][C:15]([CH3:18])([CH3:17])[CH3:16])[C:9]([OH:11])=[O:10])=[CH:6][CH:7]=1, predict the reactants needed to synthesize it. The reactants are: [F:1][C:2]1[CH:7]=[CH:6][C:5]([C:8]([CH3:19])([CH2:13][CH2:14][C:15]([CH3:18])([CH3:17])[CH3:16])[C:9]([O:11]C)=[O:10])=[CH:4][CH:3]=1.C1(C(CCC)(CCC)C(OC)=O)C=CC=CC=1. (3) The reactants are: C(OC(=O)[NH:7][C@@H:8]1[C:16]2[C:11](=[CH:12][CH:13]=[CH:14][CH:15]=2)[CH2:10][C@@H:9]1[O:17][CH3:18])(C)(C)C.Cl.C(=O)([O-])[O-].[Na+].[Na+]. Given the product [CH3:18][O:17][C@H:9]1[CH2:10][C:11]2[C:16](=[CH:15][CH:14]=[CH:13][CH:12]=2)[C@H:8]1[NH2:7], predict the reactants needed to synthesize it. (4) Given the product [F:35][C:36]([F:41])([F:40])[C:37]([O-:39])=[O:38].[Cl:29][C:23]1[C:24]2[C:19](=[S+:18][C:17]3[C:26]([N:25]=2)=[CH:27][CH:28]=[C:15]([N:12]2[CH2:13][CH2:14][NH:9][CH2:10][CH2:11]2)[CH:16]=3)[CH:20]=[C:21]([N:30]([CH2:33][CH3:34])[CH2:31][CH3:32])[CH:22]=1, predict the reactants needed to synthesize it. The reactants are: [I-].C(OC([N:9]1[CH2:14][CH2:13][N:12]([C:15]2[CH:16]=[C:17]3[C:26](=[CH:27][CH:28]=2)[N:25]=[C:24]2[C:19]([CH:20]=[C:21]([N:30]([CH2:33][CH3:34])[CH2:31][CH3:32])[CH:22]=[C:23]2[Cl:29])=[S+:18]3)[CH2:11][CH2:10]1)=O)(C)(C)C.[F:35][C:36]([F:41])([F:40])[C:37]([OH:39])=[O:38]. (5) Given the product [NH:1]1[C:6]2[C:5](=[CH:10][CH:9]=[CH:8][N:7]=2)[CH2:4][CH2:3][CH2:2]1, predict the reactants needed to synthesize it. The reactants are: [N:1]1[C:10]2[C:5](=[CH:6][N:7]=[CH:8][CH:9]=2)[CH:4]=[CH:3][CH:2]=1. (6) Given the product [CH2:1]([N:8]1[CH:12]=[CH:11][N:10]=[C:9]1[CH2:13][C:14]1[C:19]([CH2:20][CH3:21])=[N:26][N:25]([CH2:23][CH3:24])[C:15]=1[CH2:16][CH3:17])[C:2]1[CH:7]=[CH:6][CH:5]=[CH:4][CH:3]=1, predict the reactants needed to synthesize it. The reactants are: [CH2:1]([N:8]1[CH:12]=[CH:11][N:10]=[C:9]1[CH2:13][CH:14]([C:19](=O)[CH2:20][CH3:21])[C:15](=O)[CH2:16][CH3:17])[C:2]1[CH:7]=[CH:6][CH:5]=[CH:4][CH:3]=1.[CH2:23]([NH:25][NH2:26])[CH3:24]. (7) Given the product [N:9]1([C:13]([C:15]2[N:20]=[CH:19][C:18]([O:21][C:22]3[CH:23]=[C:24]([CH:28]=[C:29]([O:31][C@@H:32]([CH3:42])[CH2:33][O:34][Si:35]([C:38]([CH3:41])([CH3:40])[CH3:39])([CH3:36])[CH3:37])[CH:30]=3)[C:25]([NH:43][C:44]3[CH:49]=[N:48][C:47]([CH3:50])=[CH:46][N:45]=3)=[O:26])=[CH:17][CH:16]=2)=[O:14])[CH2:10][CH2:11][CH2:12]1, predict the reactants needed to synthesize it. The reactants are: ClC(N(C)C)=C(C)C.[N:9]1([C:13]([C:15]2[N:20]=[CH:19][C:18]([O:21][C:22]3[CH:23]=[C:24]([CH:28]=[C:29]([O:31][C@@H:32]([CH3:42])[CH2:33][O:34][Si:35]([C:38]([CH3:41])([CH3:40])[CH3:39])([CH3:37])[CH3:36])[CH:30]=3)[C:25](O)=[O:26])=[CH:17][CH:16]=2)=[O:14])[CH2:12][CH2:11][CH2:10]1.[NH2:43][C:44]1[CH:49]=[N:48][C:47]([CH3:50])=[CH:46][N:45]=1.N1C=CC=CC=1. (8) Given the product [Si:17]([O:24][C@H:25]([CH2:29][CH:30]=[CH2:31])[C:26]([O:1][CH2:2][C@H:3]([NH:10][C:11](=[O:16])[CH2:12][CH2:13][CH:14]=[CH2:15])[C:4]1[CH:9]=[CH:8][CH:7]=[CH:6][CH:5]=1)=[O:27])([C:20]([CH3:23])([CH3:22])[CH3:21])([CH3:18])[CH3:19], predict the reactants needed to synthesize it. The reactants are: [OH:1][CH2:2][C@H:3]([NH:10][C:11](=[O:16])[CH2:12][CH2:13][CH:14]=[CH2:15])[C:4]1[CH:9]=[CH:8][CH:7]=[CH:6][CH:5]=1.[Si:17]([O:24][C@H:25]([CH2:29][CH:30]=[CH2:31])[C:26](O)=[O:27])([C:20]([CH3:23])([CH3:22])[CH3:21])([CH3:19])[CH3:18]. (9) Given the product [C:1]([O:5][C:6]([N:8]1[CH2:13][CH2:12][CH:11]([O:14][C:15]2[CH:24]=[C:23]([F:25])[CH:22]=[CH:21][C:16]=2[C:17]([OH:19])=[O:18])[CH2:10][CH2:9]1)=[O:7])([CH3:4])([CH3:2])[CH3:3], predict the reactants needed to synthesize it. The reactants are: [C:1]([O:5][C:6]([N:8]1[CH2:13][CH2:12][CH:11]([O:14][C:15]2[CH:24]=[C:23]([F:25])[CH:22]=[CH:21][C:16]=2[C:17]([O:19]C)=[O:18])[CH2:10][CH2:9]1)=[O:7])([CH3:4])([CH3:3])[CH3:2].[Li+].[OH-].CO.C1COCC1.